This data is from Forward reaction prediction with 1.9M reactions from USPTO patents (1976-2016). The task is: Predict the product of the given reaction. (1) Given the reactants F[C:2]1[C:3]([N+:24]([O-:26])=[O:25])=[C:4]2[C:9](=[C:10]([CH3:13])[C:11]=1[F:12])[N:8]([C@@H:14]1[CH2:16][C@@H:15]1[F:17])[CH:7]=[C:6]([C:18]([O:20][CH2:21][CH3:22])=[O:19])[C:5]2=[O:23].O.[NH3:28], predict the reaction product. The product is: [NH2:28][C:2]1[C:3]([N+:24]([O-:26])=[O:25])=[C:4]2[C:9](=[C:10]([CH3:13])[C:11]=1[F:12])[N:8]([C@@H:14]1[CH2:16][C@@H:15]1[F:17])[CH:7]=[C:6]([C:18]([O:20][CH2:21][CH3:22])=[O:19])[C:5]2=[O:23]. (2) Given the reactants C([O:3][C:4]([C:6]1[C:10]([CH3:11])=[C:9]([CH:12]=[O:13])[NH:8][C:7]=1[CH3:14])=[O:5])C.[OH-].[K+].O, predict the reaction product. The product is: [CH:12]([C:9]1[NH:8][C:7]([CH3:14])=[C:6]([C:4]([OH:5])=[O:3])[C:10]=1[CH3:11])=[O:13]. (3) Given the reactants [C:1]([O:5][C:6]([N:8]1[CH2:13][CH2:12][CH:11]([NH:14][C:15]2[C:20]([NH2:21])=[CH:19][N:18]=[C:17]3[N:22]([S:25]([C:28]4[CH:33]=[CH:32][CH:31]=[CH:30][CH:29]=4)(=[O:27])=[O:26])[CH:23]=[CH:24][C:16]=23)[CH2:10][CH2:9]1)=[O:7])([CH3:4])([CH3:3])[CH3:2].[C:34]([NH:37][CH2:38][C:39](O)=[O:40])(=[O:36])[CH3:35].CN(C(ON1N=NC2C=CC=CC1=2)=[N+](C)C)C.F[P-](F)(F)(F)(F)F.CCN(C(C)C)C(C)C, predict the reaction product. The product is: [C:1]([O:5][C:6]([N:8]1[CH2:9][CH2:10][CH:11]([NH:14][C:15]2[C:20]([NH:21][C:39](=[O:40])[CH2:38][NH:37][C:34](=[O:36])[CH3:35])=[CH:19][N:18]=[C:17]3[N:22]([S:25]([C:28]4[CH:33]=[CH:32][CH:31]=[CH:30][CH:29]=4)(=[O:26])=[O:27])[CH:23]=[CH:24][C:16]=23)[CH2:12][CH2:13]1)=[O:7])([CH3:4])([CH3:2])[CH3:3]. (4) Given the reactants [CH3:1][O:2][C:3]1[CH:4]=[C:5]([C:11]2[N:12]=[C:13]([NH:23][CH2:24][CH3:25])[S:14][C:15]=2[C:16]2[CH:21]=[CH:20][N:19]=[C:18](Cl)[N:17]=2)[CH:6]=[C:7]([O:9][CH3:10])[CH:8]=1.[C:26]([N:29]1[CH2:34][CH2:33][N:32]([C:35]2[N:40]=[CH:39][C:38]([NH2:41])=[CH:37][CH:36]=2)[CH2:31][CH2:30]1)(=[O:28])[CH3:27].CC(O)C.Cl, predict the reaction product. The product is: [C:26]([N:29]1[CH2:30][CH2:31][N:32]([C:35]2[N:40]=[CH:39][C:38]([NH:41][C:18]3[N:17]=[C:16]([C:15]4[S:14][C:13]([NH:23][CH2:24][CH3:25])=[N:12][C:11]=4[C:5]4[CH:4]=[C:3]([O:2][CH3:1])[CH:8]=[C:7]([O:9][CH3:10])[CH:6]=4)[CH:21]=[CH:20][N:19]=3)=[CH:37][CH:36]=2)[CH2:33][CH2:34]1)(=[O:28])[CH3:27]. (5) The product is: [C:7]([C:6]1[CH:9]=[C:2]([NH:1][C:21]([C:17]2[N:18]([CH3:20])[CH:19]=[C:15]([S:12]([Cl:11])(=[O:14])=[O:13])[CH:16]=2)=[O:22])[CH:3]=[C:4]([F:10])[CH:5]=1)#[N:8]. Given the reactants [NH2:1][C:2]1[CH:3]=[C:4]([F:10])[CH:5]=[C:6]([CH:9]=1)[C:7]#[N:8].[Cl:11][S:12]([C:15]1[CH:16]=[C:17]([C:21](Cl)=[O:22])[N:18]([CH3:20])[CH:19]=1)(=[O:14])=[O:13], predict the reaction product. (6) Given the reactants C(O)(C(F)(F)F)=O.C([O:12][C:13](=[O:40])[CH2:14][O:15][CH:16]1[CH2:21][CH2:20][N:19]([C:22]2[CH:23]=[C:24]3[C:29](=[C:30]([C:32]4[CH:37]=[CH:36][CH:35]=[C:34]([C:38]#[N:39])[CH:33]=4)[N:31]=2)[N:28]=[CH:27][CH:26]=[CH:25]3)[CH2:18][CH2:17]1)(C)(C)C, predict the reaction product. The product is: [C:38]([C:34]1[CH:33]=[C:32]([C:30]2[N:31]=[C:22]([N:19]3[CH2:20][CH2:21][CH:16]([O:15][CH2:14][C:13]([OH:40])=[O:12])[CH2:17][CH2:18]3)[CH:23]=[C:24]3[C:29]=2[N:28]=[CH:27][CH:26]=[CH:25]3)[CH:37]=[CH:36][CH:35]=1)#[N:39]. (7) Given the reactants [H-].[Na+].[CH2:3]([O:5][C:6]1[CH:11]=[C:10]([C:12]([O:14][CH2:15][CH3:16])=[O:13])[CH:9]=[C:8]([OH:17])[C:7]=1[C:18]1[CH:23]=[CH:22][C:21]([F:24])=[CH:20][CH:19]=1)[CH3:4].C1COCC1.C1C=CC(N([S:37]([C:40]([F:43])([F:42])[F:41])(=[O:39])=[O:38])[S:37]([C:40]([F:43])([F:42])[F:41])(=[O:39])=[O:38])=CC=1, predict the reaction product. The product is: [CH2:3]([O:5][C:6]1[CH:11]=[C:10]([C:12]([O:14][CH2:15][CH3:16])=[O:13])[CH:9]=[C:8]([O:17][S:37]([C:40]([F:43])([F:42])[F:41])(=[O:39])=[O:38])[C:7]=1[C:18]1[CH:19]=[CH:20][C:21]([F:24])=[CH:22][CH:23]=1)[CH3:4]. (8) Given the reactants [CH2:1]([N:8]1[CH2:13][C:12](=O)[N:11]([C:15]2([C:18]3[CH:23]=[CH:22][CH:21]=[CH:20][CH:19]=3)[CH2:17][CH2:16]2)[C:10](=O)[CH2:9]1)[C:2]1[CH:7]=[CH:6][CH:5]=[CH:4][CH:3]=1.[H-].[Al+3].[Li+].[H-].[H-].[H-], predict the reaction product. The product is: [CH2:1]([N:8]1[CH2:9][CH2:10][N:11]([C:15]2([C:18]3[CH:23]=[CH:22][CH:21]=[CH:20][CH:19]=3)[CH2:16][CH2:17]2)[CH2:12][CH2:13]1)[C:2]1[CH:3]=[CH:4][CH:5]=[CH:6][CH:7]=1. (9) Given the reactants [Cl:1][C:2]1[CH:25]=[CH:24][C:5]([CH2:6][NH:7][C:8]([C:10]2[C:11](=[O:23])[C:12]3[S:19][C:18]([CH2:20]Cl)=[C:17]([CH3:22])[C:13]=3[N:14]([CH3:16])[CH:15]=2)=[O:9])=[CH:4][CH:3]=1.[CH3:26][NH:27][CH2:28][CH:29]([OH:37])[C:30]1[CH:31]=[CH:32][C:33]([OH:36])=[CH:34][CH:35]=1.C(N(C(C)C)CC)(C)C, predict the reaction product. The product is: [Cl:1][C:2]1[CH:3]=[CH:4][C:5]([CH2:6][NH:7][C:8]([C:10]2[C:11](=[O:23])[C:12]3[S:19][C:18]([CH2:20][N:27]([CH2:28][CH:29]([OH:37])[C:30]4[CH:35]=[CH:34][C:33]([OH:36])=[CH:32][CH:31]=4)[CH3:26])=[C:17]([CH3:22])[C:13]=3[N:14]([CH3:16])[CH:15]=2)=[O:9])=[CH:24][CH:25]=1.